Dataset: Forward reaction prediction with 1.9M reactions from USPTO patents (1976-2016). Task: Predict the product of the given reaction. (1) Given the reactants [CH2:1]([O:3][C:4](=[O:20])[C:5]([CH3:19])([CH3:18])[CH2:6][CH2:7][CH2:8][CH:9]=[CH:10][C:11]1[CH:16]=[CH:15][CH:14]=[CH:13][C:12]=1[Cl:17])[CH3:2].[BrH:21], predict the reaction product. The product is: [CH2:1]([O:3][C:4](=[O:20])[C:5]([CH3:19])([CH3:18])[CH2:6][CH2:7][CH2:8][CH2:9][CH:10]([Br:21])[C:11]1[CH:16]=[CH:15][CH:14]=[CH:13][C:12]=1[Cl:17])[CH3:2]. (2) Given the reactants [CH3:1][C:2]([CH3:15])([CH3:14])[C@@H:3]([NH:10][C:11]([NH2:13])=[O:12])[C:4]1[CH:9]=[CH:8][CH:7]=[CH:6][CH:5]=1.CO, predict the reaction product. The product is: [CH3:1][C:2]([CH3:15])([CH3:14])[C@@H:3]([NH:10][C:11]([NH2:13])=[O:12])[C:4]1[CH:9]=[CH:8][CH:7]=[CH:6][CH:5]=1.[CH3:1][C:2]([CH3:15])([CH3:14])[C@H:3]([NH:10][C:11]([NH2:13])=[O:12])[C:4]1[CH:9]=[CH:8][CH:7]=[CH:6][CH:5]=1. (3) The product is: [NH2:1][C:2]1[S:3][CH2:4][C:5]2([N:21]=1)[C@@H:18]1[C@H:13]([CH2:14][CH2:15][C:16](=[O:19])[CH2:17]1)[O:12][C:11]1[C:6]2=[CH:7][C:8]([C:28]2[C:23]([F:22])=[N:24][CH:25]=[CH:26][CH:27]=2)=[CH:9][CH:10]=1. Given the reactants [NH2:1][C:2]1[S:3][CH2:4][C:5]2([N:21]=1)[C@@H:18]1[C@H:13]([CH2:14][CH2:15][C:16](=[O:19])[CH2:17]1)[O:12][C:11]1[C:6]2=[CH:7][C:8](Br)=[CH:9][CH:10]=1.[F:22][C:23]1[C:28](B(O)O)=[CH:27][CH:26]=[CH:25][N:24]=1, predict the reaction product. (4) Given the reactants [Li+].[OH-].[Cl:3][C:4]1[CH:8]=[C:7]([C:9]([NH:11][CH:12]2[CH2:14][CH2:13]2)=[O:10])[NH:6][C:5]=1[C:15]([O:17]C)=[O:16], predict the reaction product. The product is: [Cl:3][C:4]1[CH:8]=[C:7]([C:9]([NH:11][CH:12]2[CH2:13][CH2:14]2)=[O:10])[NH:6][C:5]=1[C:15]([OH:17])=[O:16].